This data is from Forward reaction prediction with 1.9M reactions from USPTO patents (1976-2016). The task is: Predict the product of the given reaction. Given the reactants [F:1][CH:2]([F:30])[C:3]1[C:11]2[C:6](=[CH:7][CH:8]=[C:9]([Br:12])[CH:10]=2)[N:5]([S:13]([C:16]2[CH:21]=[CH:20][C:19]([O:22][CH3:23])=[C:18]([N:24]3[CH2:29][CH2:28][NH:27][CH2:26][CH2:25]3)[CH:17]=2)(=[O:15])=[O:14])[CH:4]=1.[C:31]([BH3-])#N.[Na+].C=O, predict the reaction product. The product is: [F:30][CH:2]([F:1])[C:3]1[C:11]2[C:6](=[CH:7][CH:8]=[C:9]([Br:12])[CH:10]=2)[N:5]([S:13]([C:16]2[CH:21]=[CH:20][C:19]([O:22][CH3:23])=[C:18]([N:24]3[CH2:29][CH2:28][N:27]([CH3:31])[CH2:26][CH2:25]3)[CH:17]=2)(=[O:15])=[O:14])[CH:4]=1.